From a dataset of Catalyst prediction with 721,799 reactions and 888 catalyst types from USPTO. Predict which catalyst facilitates the given reaction. (1) Reactant: [S:1]1[C:5]2[CH:6]=[C:7]([NH:10][C:11]3[C:16]([C:17]([O:19]C)=[O:18])=[CH:15][N:14]=[C:13]([O:21]C)[C:12]=3[F:23])[CH:8]=[CH:9][C:4]=2[N:3]=[CH:2]1.Cl. Product: [S:1]1[C:5]2[CH:6]=[C:7]([NH:10][C:11]3[C:16]([C:17]([OH:19])=[O:18])=[CH:15][NH:14][C:13](=[O:21])[C:12]=3[F:23])[CH:8]=[CH:9][C:4]=2[N:3]=[CH:2]1. The catalyst class is: 12. (2) Reactant: [O:1]1[CH2:4][CH:3]([CH2:5][CH2:6][OH:7])[CH2:2]1.C(N(CC)CC)C.[C:15]1([CH3:25])[CH:20]=[CH:19][C:18]([S:21](Cl)(=[O:23])=[O:22])=[CH:17][CH:16]=1. Product: [CH3:25][C:15]1[CH:20]=[CH:19][C:18]([S:21]([O:7][CH2:6][CH2:5][CH:3]2[CH2:4][O:1][CH2:2]2)(=[O:23])=[O:22])=[CH:17][CH:16]=1. The catalyst class is: 2. (3) Reactant: [Br:1][C:2]1[CH:7]=[C:6]([Cl:8])[C:5]([S:9](Cl)(=[O:11])=[O:10])=[CH:4][CH:3]=1.[NH2:13][C:14]1[C:15]([CH3:21])=[N:16][N:17]([CH3:20])[C:18]=1[CH3:19]. Product: [Br:1][C:2]1[CH:3]=[CH:4][C:5]([S:9]([NH:13][C:14]2[C:15]([CH3:21])=[N:16][N:17]([CH3:20])[C:18]=2[CH3:19])(=[O:11])=[O:10])=[C:6]([Cl:8])[CH:7]=1. The catalyst class is: 17. (4) Product: [Cl:24][C:14]1[C:15]([F:23])=[CH:16][CH:17]=[C:18]([O:19][CH:20]([F:22])[F:21])[C:13]=1[C@H:11]([C:10]1[C:4]2[C:5](=[N:6][CH:7]=[C:2]([C:34]3[CH:35]=[N:36][N:37]([C@H:38]4[CH2:43][CH2:42][C@H:41]([C:44]([NH2:71])=[O:46])[CH2:40][CH2:39]4)[C:33]=3[CH3:32])[CH:3]=2)[NH:8][CH:9]=1)[CH3:12]. Reactant: Br[C:2]1[CH:3]=[C:4]2[C:10]([C@@H:11]([C:13]3[C:18]([O:19][CH:20]([F:22])[F:21])=[CH:17][CH:16]=[C:15]([F:23])[C:14]=3[Cl:24])[CH3:12])=[CH:9][N:8](C(OC(C)(C)C)=O)[C:5]2=[N:6][CH:7]=1.[CH3:32][C:33]1[N:37]([C@H:38]2[CH2:43][CH2:42][C@H:41]([C:44]([O:46]CC)=O)[CH2:40][CH2:39]2)[N:36]=[CH:35][C:34]=1B1OC(C)(C)C(C)(C)O1.[F-].[K+].O.Cl.O.[OH-].[Li+].C(Cl)Cl.[NH4+].[Cl-].C[N:71](C(ON1N=NC2C=CC=CC1=2)=[N+](C)C)C.[B-](F)(F)(F)F.CCN(C(C)C)C(C)C. The catalyst class is: 203. (5) Reactant: [Cl:1][C:2]1[C:3]([N:27]([CH2:29][CH:30]([CH3:32])[CH3:31])[CH3:28])=[CH:4][C:5]2[N:11]=[C:10]([C:12]3[CH:17]=[CH:16][CH:15]=[C:14]([N:18]4[C:22]([CH2:23]O)=[CH:21][N:20]=[N:19]4)[CH:13]=3)[CH2:9][C:8](=[O:25])[NH:7][C:6]=2[CH:26]=1.S(Cl)(Cl)=O.[Cl-].[NH:38]1[CH2:43][CH2:42][CH2:41][CH2:40][CH2:39]1. Product: [Cl:1][C:2]1[C:3]([N:27]([CH2:29][CH:30]([CH3:31])[CH3:32])[CH3:28])=[CH:4][C:5]2[N:11]=[C:10]([C:12]3[CH:17]=[CH:16][CH:15]=[C:14]([N:18]4[C:22]([CH2:23][N:38]5[CH2:43][CH2:42][CH2:41][CH2:40][CH2:39]5)=[CH:21][N:20]=[N:19]4)[CH:13]=3)[CH2:9][C:8](=[O:25])[NH:7][C:6]=2[CH:26]=1. The catalyst class is: 139. (6) Reactant: [CH3:1][N:2]1[C:10]2[N:9]=[C:8]([N:11]3[CH2:16][CH2:15][CH2:14][C@@H:13]([NH:17][C:18]([O:20][C:21]([CH3:24])([CH3:23])[CH3:22])=[O:19])[CH2:12]3)[N:7]([CH2:25][C:26]#[C:27][CH3:28])[C:6]=2[C:5](=[O:29])[NH:4][C:3]1=[O:30].C(=O)([O-])[O-].[K+].[K+].Cl[CH2:38][C:39]1[N:48]=[C:47]([CH3:49])[C:46]2[C:41](=[CH:42][CH:43]=[CH:44][CH:45]=2)[N:40]=1.C1CCCCC1. Product: [CH3:49][C:47]1[C:46]2[C:41](=[CH:42][CH:43]=[CH:44][CH:45]=2)[N:40]=[C:39]([CH2:38][N:4]2[C:5](=[O:29])[C:6]3[N:7]([CH2:25][C:26]#[C:27][CH3:28])[C:8]([N:11]4[CH2:16][CH2:15][CH2:14][C@@H:13]([NH:17][C:18]([O:20][C:21]([CH3:24])([CH3:22])[CH3:23])=[O:19])[CH2:12]4)=[N:9][C:10]=3[N:2]([CH3:1])[C:3]2=[O:30])[N:48]=1. The catalyst class is: 568. (7) Reactant: Cl[CH:2]([C:9]1[CH:14]=[CH:13][CH:12]=[C:11]([C:15]([F:18])([F:17])[F:16])[CH:10]=1)[C:3](=O)[C:4]([O:6][CH3:7])=[O:5].[NH2:19][C:20]([NH2:22])=[S:21]. Product: [NH2:22][C:20]1[S:21][C:2]([C:9]2[CH:14]=[CH:13][CH:12]=[C:11]([C:15]([F:18])([F:17])[F:16])[CH:10]=2)=[C:3]([C:4]([O:6][CH3:7])=[O:5])[N:19]=1. The catalyst class is: 14.